From a dataset of Reaction yield outcomes from USPTO patents with 853,638 reactions. Predict the reaction yield, written as a fraction of the theoretical maximum amount of product (1.0 means a 100% yield; for example, 0.34 means a 34% yield). (1) The reactants are Cl.[Br:2][C:3]1[CH:4]=[CH:5][C:6]2[N:7]([C:9]([CH:12]([CH3:14])[CH3:13])=[N:10][N:11]=2)[CH:8]=1.O.[OH-].[Na+]. The catalyst is ClCCl. The product is [Br:2][C:3]1[CH:4]=[CH:5][C:6]2[N:7]([C:9]([CH:12]([CH3:14])[CH3:13])=[N:10][N:11]=2)[CH:8]=1. The yield is 0.925. (2) The reactants are [OH:1][C:2]([C:33]1[S:34][CH:35]=[CH:36][CH:37]=1)([C:28]1[S:29][CH:30]=[CH:31][CH:32]=1)[C:3]([O:5][C@H:6]1[CH2:11][CH2:10][C@H:9]([N:12]([CH2:14][CH2:15][CH2:16][N:17]2[C:21]3[CH:22]=[CH:23][C:24]([CH:26]=O)=[CH:25][C:20]=3[N:19]=[N:18]2)[CH3:13])[CH2:8][CH2:7]1)=[O:4].C(O)(=O)C.[NH2:42][CH2:43][C@@H:44]([C:53]1[CH:62]=[CH:61][C:60]([OH:63])=[C:59]2[C:54]=1[CH:55]=[CH:56][C:57](=[O:64])[NH:58]2)[O:45][Si:46]([C:49]([CH3:52])([CH3:51])[CH3:50])([CH3:48])[CH3:47].C(N(C(C)C)CC)(C)C.C(O[BH-](OC(=O)C)OC(=O)C)(=O)C.[Na+]. The catalyst is CO.C1COCC1.C(Cl)(Cl)Cl. The product is [OH:1][C:2]([C:28]1[S:29][CH:30]=[CH:31][CH:32]=1)([C:33]1[S:34][CH:35]=[CH:36][CH:37]=1)[C:3]([O:5][C@H:6]1[CH2:7][CH2:8][C@H:9]([N:12]([CH2:14][CH2:15][CH2:16][N:17]2[C:21]3[CH:22]=[CH:23][C:24]([CH2:26][NH:42][CH2:43][C@H:44]([O:45][Si:46]([C:49]([CH3:52])([CH3:51])[CH3:50])([CH3:48])[CH3:47])[C:53]4[CH:62]=[CH:61][C:60]([OH:63])=[C:59]5[C:54]=4[CH:55]=[CH:56][C:57](=[O:64])[NH:58]5)=[CH:25][C:20]=3[N:19]=[N:18]2)[CH3:13])[CH2:10][CH2:11]1)=[O:4]. The yield is 0.910. (3) The reactants are [NH:1]([CH2:5][CH2:6][OH:7])[CH2:2][CH2:3][OH:4].Cl[C:9]1[CH:14]=[C:13]([C:15]2[CH:20]=[CH:19][CH:18]=[CH:17][N:16]=2)[N:12]=[C:11]([C:21]2[CH:26]=[CH:25][CH:24]=[CH:23][N:22]=2)[CH:10]=1. The catalyst is C(O)C.CO. The product is [OH:4][CH2:3][CH2:2][N:1]([C:9]1[CH:14]=[C:13]([C:15]2[CH:20]=[CH:19][CH:18]=[CH:17][N:16]=2)[N:12]=[C:11]([C:21]2[CH:26]=[CH:25][CH:24]=[CH:23][N:22]=2)[CH:10]=1)[CH2:5][CH2:6][OH:7]. The yield is 0.310. (4) The reactants are [Cl:1][C:2]1[CH:3]=[C:4]([SH:11])[C:5](=[CH:9][CH:10]=1)[C:6]([OH:8])=O.[C:12]([C:14]1[CH:19]=[C:18]([CH2:20][CH2:21][C:22]([O:24][C:25]([CH3:28])([CH3:27])[CH3:26])=[O:23])[CH:17]=[CH:16][N:15]=1)#[N:13]. The catalyst is N1C=CC=CC=1. The product is [Cl:1][C:2]1[CH:10]=[CH:9][C:5]2[C:6](=[O:8])[N:13]=[C:12]([C:14]3[CH:19]=[C:18]([CH2:20][CH2:21][C:22]([O:24][C:25]([CH3:28])([CH3:27])[CH3:26])=[O:23])[CH:17]=[CH:16][N:15]=3)[S:11][C:4]=2[CH:3]=1. The yield is 0.520. (5) The reactants are Cl[C:2]1[N:3]=[C:4]([N:13]2[CH2:18][CH2:17][O:16][CH2:15][CH2:14]2)[C:5]2[S:10][C:9]([CH2:11][NH2:12])=[CH:8][C:6]=2[N:7]=1.[C:19]([OH:29])(=O)[C:20]1[CH:25]=[CH:24][C:23]([O:26][CH3:27])=[CH:22][CH:21]=1.CN(C(ON1N=N[C:40]2[CH:41]=CC=N[C:39]1=2)=[N+](C)C)C.F[P-](F)(F)(F)(F)F.CC[N:56]([CH:60]([CH3:62])[CH3:61])C(C)C.NO.O.[CH3:66][N:67](C=O)C. The catalyst is C([O-])(O)=O.[Na+]. The product is [NH:56]1[C:60]2[C:61](=[C:39]([C:2]3[N:3]=[C:4]([N:13]4[CH2:18][CH2:17][O:16][CH2:15][CH2:14]4)[C:5]4[S:10][C:9]([CH2:11][NH:12][C:19](=[O:29])[C:20]5[CH:21]=[CH:22][C:23]([O:26][CH3:27])=[CH:24][CH:25]=5)=[CH:8][C:6]=4[N:7]=3)[CH:40]=[CH:41][CH:62]=2)[CH:66]=[N:67]1. The yield is 0.380. (6) The reactants are C(NC(C)C)(C)C.[Li]CCCC.[F:13][C:14]1[CH:22]=[CH:21][CH:20]=[C:19]2[C:15]=1[CH:16]=[CH:17][N:18]2[C:23]([O:25][C:26]([CH3:29])([CH3:28])[CH3:27])=[O:24].[B:30](OC(C)C)([O:35]C(C)C)[O:31]C(C)C. The catalyst is C1COCC1. The product is [C:26]([O:25][C:23]([N:18]1[C:19]2[C:15](=[C:14]([F:13])[CH:22]=[CH:21][CH:20]=2)[CH:16]=[C:17]1[B:30]([OH:35])[OH:31])=[O:24])([CH3:29])([CH3:28])[CH3:27]. The yield is 0.640. (7) The product is [CH2:15]=[CH:16][CH2:17][CH2:18][CH2:19][O:1][C:2]1[CH:9]=[CH:8][C:5]([CH:6]=[O:7])=[CH:4][CH:3]=1. The yield is 0.821. The catalyst is CN(C)C=O. The reactants are [OH:1][C:2]1[CH:9]=[CH:8][C:5]([CH:6]=[O:7])=[CH:4][CH:3]=1.CS(O[CH:15]=[CH:16][CH2:17][CH2:18][CH3:19])(=O)=O.C(=O)([O-])[O-].[K+].[K+].Cl.